Dataset: Forward reaction prediction with 1.9M reactions from USPTO patents (1976-2016). Task: Predict the product of the given reaction. (1) Given the reactants [NH2:1][C:2]1[CH:10]=[CH:9][CH:8]=[C:7]2[C:3]=1[CH2:4][CH2:5][CH2:6]2, predict the reaction product. The product is: [CH3:4][C:3]1([CH3:7])[CH:2]=[C:10]([CH3:9])[C:10]2[C:2](=[C:3]3[CH2:4][CH2:5][CH2:6][C:7]3=[CH:8][CH:9]=2)[NH:1]1. (2) Given the reactants C([O:3][C:4]([C:6]1[CH:7]=[CH:8][C:9]([C:16]2[C:21]([F:22])=[C:20]([O:23][CH3:24])[CH:19]=[C:18]([O:25][CH3:26])[C:17]=2[F:27])=[C:10]2[C:15]=1[N:14]=[CH:13][CH:12]=[CH:11]2)=O)C.[CH3:28][N:29]1[CH2:34][CH2:33][N:32]([CH2:35][C:36]2[CH:37]=[CH:38][C:39]([NH2:42])=[N:40][CH:41]=2)[CH2:31][CH2:30]1.C[Al](C)C, predict the reaction product. The product is: [CH3:28][N:29]1[CH2:34][CH2:33][N:32]([CH2:35][C:36]2[CH:37]=[CH:38][C:39]([NH:42][C:4]([C:6]3[CH:7]=[CH:8][C:9]([C:16]4[C:17]([F:27])=[C:18]([O:25][CH3:26])[CH:19]=[C:20]([O:23][CH3:24])[C:21]=4[F:22])=[C:10]4[C:15]=3[N:14]=[CH:13][CH:12]=[CH:11]4)=[O:3])=[N:40][CH:41]=2)[CH2:31][CH2:30]1. (3) The product is: [CH2:1]([C@H:8]1[N:13]([C:14]([C:16]2[N:17]=[CH:18][N:19]([CH:27]3[CH2:33][CH2:32][CH2:31][CH2:30][N:29]([CH3:44])[C:28]3=[O:34])[C:20]=2[C:21]2[CH:26]=[CH:25][CH:24]=[CH:23][CH:22]=2)=[O:15])[CH2:12][CH2:11][N:10]([C:35]([O:37][C:38]([CH3:41])([CH3:40])[CH3:39])=[O:36])[CH2:9]1)[C:2]1[CH:7]=[CH:6][CH:5]=[CH:4][CH:3]=1. Given the reactants [CH2:1]([C@H:8]1[N:13]([C:14]([C:16]2[N:17]=[CH:18][N:19]([CH:27]3[CH2:33][CH2:32][CH2:31][CH2:30][NH:29][C:28]3=[O:34])[C:20]=2[C:21]2[CH:26]=[CH:25][CH:24]=[CH:23][CH:22]=2)=[O:15])[CH2:12][CH2:11][N:10]([C:35]([O:37][C:38]([CH3:41])([CH3:40])[CH3:39])=[O:36])[CH2:9]1)[C:2]1[CH:7]=[CH:6][CH:5]=[CH:4][CH:3]=1.[H-].[Na+].[CH3:44]I, predict the reaction product.